This data is from CYP2D6 inhibition data for predicting drug metabolism from PubChem BioAssay. The task is: Regression/Classification. Given a drug SMILES string, predict its absorption, distribution, metabolism, or excretion properties. Task type varies by dataset: regression for continuous measurements (e.g., permeability, clearance, half-life) or binary classification for categorical outcomes (e.g., BBB penetration, CYP inhibition). Dataset: cyp2d6_veith. (1) The drug is O=C(NNC(=S)NCc1ccco1)c1ccc(Cl)s1. The result is 0 (non-inhibitor). (2) The drug is CNC(=O)NC(=O)CSc1nnc(-c2ccco2)n1Cc1ccccc1. The result is 0 (non-inhibitor).